This data is from Catalyst prediction with 721,799 reactions and 888 catalyst types from USPTO. The task is: Predict which catalyst facilitates the given reaction. Reactant: Cl[C:2]1[C:3](=[O:18])[N:4]([CH2:9][C:10]2[CH:15]=[CH:14][C:13]([O:16][CH3:17])=[CH:12][CH:11]=2)[CH:5]=[C:6]([Cl:8])[N:7]=1.[C:19]([O:23][C:24]([N:26]1[CH2:31][CH2:30][CH:29]([C:32]#[CH:33])[CH2:28][CH2:27]1)=[O:25])([CH3:22])([CH3:21])[CH3:20].C(N(CC)CC)C. Product: [C:19]([O:23][C:24]([N:26]1[CH2:31][CH2:30][CH:29]([C:32]#[C:33][C:2]2[C:3](=[O:18])[N:4]([CH2:9][C:10]3[CH:15]=[CH:14][C:13]([O:16][CH3:17])=[CH:12][CH:11]=3)[CH:5]=[C:6]([Cl:8])[N:7]=2)[CH2:28][CH2:27]1)=[O:25])([CH3:22])([CH3:21])[CH3:20]. The catalyst class is: 9.